From a dataset of Full USPTO retrosynthesis dataset with 1.9M reactions from patents (1976-2016). Predict the reactants needed to synthesize the given product. (1) Given the product [Br:1][C:2]1[CH:3]=[C:4]([C:11]([N:13]2[CH2:18][CH2:17][O:16][C:15]3[CH:19]=[CH:20][N:21]=[CH:22][C:14]2=3)=[S:32])[CH:5]=[C:6]([Br:10])[C:7]=1[O:8][CH3:9], predict the reactants needed to synthesize it. The reactants are: [Br:1][C:2]1[CH:3]=[C:4]([C:11]([N:13]2[CH2:18][CH2:17][O:16][C:15]3[CH:19]=[CH:20][N:21]=[CH:22][C:14]2=3)=O)[CH:5]=[C:6]([Br:10])[C:7]=1[O:8][CH3:9].COC1C=CC(P2(SP(C3C=CC(OC)=CC=3)(=S)S2)=[S:32])=CC=1. (2) Given the product [C:1]([O:5][C:6](=[O:29])[NH:7][CH2:8][CH2:9][O:10][C:11]1[CH:16]=[CH:15][C:14]([C:17]2[CH:18]=[CH:19][C:20]3[N:21]([C:23]([Br:37])=[C:24]([CH3:26])[N:25]=3)[N:22]=2)=[CH:13][C:12]=1[O:27][CH3:28])([CH3:4])([CH3:3])[CH3:2], predict the reactants needed to synthesize it. The reactants are: [C:1]([O:5][C:6](=[O:29])[NH:7][CH2:8][CH2:9][O:10][C:11]1[CH:16]=[CH:15][C:14]([C:17]2[CH:18]=[CH:19][C:20]3[N:21]([CH:23]=[C:24]([CH3:26])[N:25]=3)[N:22]=2)=[CH:13][C:12]=1[O:27][CH3:28])([CH3:4])([CH3:3])[CH3:2].C1C(=O)N([Br:37])C(=O)C1.CCOC(C)=O. (3) Given the product [Cl:1][C:2]1[CH:3]=[C:4]([CH:5]=[CH:6][CH:7]=1)[CH2:8][O:9][C:11]1[CH:22]=[C:15]2[N:16]([CH3:21])[C@@H:17]([CH3:20])[CH2:18][CH2:19][N:14]2[C:13](=[O:23])[N:12]=1, predict the reactants needed to synthesize it. The reactants are: [Cl:1][C:2]1[CH:3]=[C:4]([CH2:8][OH:9])[CH:5]=[CH:6][CH:7]=1.Cl[C:11]1[CH:22]=[C:15]2[N:16]([CH3:21])[C@@H:17]([CH3:20])[CH2:18][CH2:19][N:14]2[C:13](=[O:23])[N:12]=1.